This data is from Catalyst prediction with 721,799 reactions and 888 catalyst types from USPTO. The task is: Predict which catalyst facilitates the given reaction. (1) Reactant: [Cl:1][C:2]1[CH:7]=[C:6](Cl)[N:5]2[N:9]=[C:10]([C:12]3[CH:17]=[CH:16][CH:15]=[CH:14][C:13]=3[CH3:18])[CH:11]=[C:4]2[N:3]=1.[NH:19]1[CH2:24][CH2:23][O:22][CH2:21][CH2:20]1. Product: [Cl:1][C:2]1[CH:7]=[C:6]([N:19]2[CH2:24][CH2:23][O:22][CH2:21][CH2:20]2)[N:5]2[N:9]=[C:10]([C:12]3[CH:17]=[CH:16][CH:15]=[CH:14][C:13]=3[CH3:18])[CH:11]=[C:4]2[N:3]=1. The catalyst class is: 12. (2) Reactant: [CH2:1]([N:8]1[CH2:15][CH:14]2[O:16][CH:10]([CH2:11][N:12]([C:17]([O:19][C:20]([CH3:23])([CH3:22])[CH3:21])=[O:18])[CH2:13]2)[CH2:9]1)[C:2]1[CH:7]=[CH:6][CH:5]=[CH:4][CH:3]=1.N#N.[ClH:26]. Product: [ClH:26].[CH2:1]([N:8]1[CH2:9][CH:10]2[O:16][CH:14]([CH2:13][N:12]([C:17]([O:19][C:20]([CH3:23])([CH3:22])[CH3:21])=[O:18])[CH2:11]2)[CH2:15]1)[C:2]1[CH:3]=[CH:4][CH:5]=[CH:6][CH:7]=1. The catalyst class is: 698. (3) Reactant: Br[C:2]1[CH:3]=[C:4]([CH2:9][NH:10][C:11]([C@@H:13]2[CH2:17][C@@H:16]([F:18])[CH2:15][N:14]2[S:19]([C:22]2[CH:27]=[CH:26][C:25]([F:28])=[CH:24][CH:23]=2)(=[O:21])=[O:20])=[O:12])[CH:5]=[C:6]([F:8])[CH:7]=1.[F:29][C:30]([F:37])([F:36])[C:31]1[CH:32]=[N:33][NH:34][CH:35]=1.CNCCNC.C(=O)([O-])[O-].[K+].[K+]. Product: [F:18][C@H:16]1[CH2:15][N:14]([S:19]([C:22]2[CH:27]=[CH:26][C:25]([F:28])=[CH:24][CH:23]=2)(=[O:21])=[O:20])[C@H:13]([C:11]([NH:10][CH2:9][C:4]2[CH:3]=[C:2]([N:33]3[CH:32]=[C:31]([C:30]([F:37])([F:36])[F:29])[CH:35]=[N:34]3)[CH:7]=[C:6]([F:8])[CH:5]=2)=[O:12])[CH2:17]1. The catalyst class is: 12. (4) Reactant: [H-].[Na+].[O:3]1[C:7]2([CH2:12][CH2:11][C:10]([C:13]3[C:21]4[C:16](=[CH:17][CH:18]=[C:19]([C:22]#[N:23])[CH:20]=4)[NH:15][CH:14]=3)=[CH:9][CH2:8]2)[O:6][CH2:5][CH2:4]1.[CH3:24]I. Product: [O:6]1[C:7]2([CH2:12][CH2:11][C:10]([C:13]3[C:21]4[C:16](=[CH:17][CH:18]=[C:19]([C:22]#[N:23])[CH:20]=4)[N:15]([CH3:24])[CH:14]=3)=[CH:9][CH2:8]2)[O:3][CH2:4][CH2:5]1. The catalyst class is: 9. (5) Reactant: [F:1][C:2]1[CH:3]=[CH:4][C:5]([CH3:19])=[C:6]([C:8]([CH3:18])([CH3:17])[CH2:9][C:10]2([C:13]([F:16])([F:15])[F:14])[CH2:12][O:11]2)[CH:7]=1.[S:20]1[C:28]2[C:23](=[N:24][CH:25]=[CH:26][C:27]=2[OH:29])[CH:22]=[CH:21]1.[O-]CC.[Na+]. Product: [F:1][C:2]1[CH:3]=[CH:4][C:5]([CH3:19])=[C:6]([C:8]([CH3:18])([CH3:17])[CH2:9][C:10]([OH:11])([C:13]([F:16])([F:15])[F:14])[CH2:12][N:24]2[CH:25]=[CH:26][C:27](=[O:29])[C:28]3[S:20][CH:21]=[CH:22][C:23]2=3)[CH:7]=1. The catalyst class is: 162. (6) Reactant: [F:1][C:2]([F:13])([F:12])[C:3]1[CH:4]=[C:5]([N:9]=[C:10]=[O:11])[CH:6]=[CH:7][CH:8]=1.[CH3:14][C@@H:15]1[NH:20][CH2:19][CH2:18][N:17]([CH2:21][CH2:22][CH2:23][N:24]2[CH2:29][CH2:28][CH2:27][CH2:26][CH2:25]2)[C:16]1=[O:30]. Product: [F:1][C:2]([F:12])([F:13])[C:3]1[CH:4]=[C:5]([NH:9][C:10]([N:20]2[CH2:19][CH2:18][N:17]([CH2:21][CH2:22][CH2:23][N:24]3[CH2:25][CH2:26][CH2:27][CH2:28][CH2:29]3)[C:16](=[O:30])[C@@H:15]2[CH3:14])=[O:11])[CH:6]=[CH:7][CH:8]=1. The catalyst class is: 10. (7) Reactant: [C:1]([O:5][C:6](=[O:35])[N:7]([C:16]1[S:17][C@:18]2([CH:33]=O)[C@H:20]([C@:21]([C:25]3[CH:30]=[C:29]([Br:31])[CH:28]=[CH:27][C:26]=3[F:32])([CH2:23][F:24])[N:22]=1)[CH2:19]2)[CH2:8][O:9][CH2:10][CH2:11][Si:12]([CH3:15])([CH3:14])[CH3:13])([CH3:4])([CH3:3])[CH3:2].[C:36](=O)([O-])[O-].[K+].[K+].COP(C(=[N+]=[N-])C(=O)C)(=O)OC. The catalyst class is: 5. Product: [C:1]([O:5][C:6](=[O:35])[N:7]([C:16]1[S:17][C@:18]2([C:33]#[CH:36])[C@H:20]([C@:21]([C:25]3[CH:30]=[C:29]([Br:31])[CH:28]=[CH:27][C:26]=3[F:32])([CH2:23][F:24])[N:22]=1)[CH2:19]2)[CH2:8][O:9][CH2:10][CH2:11][Si:12]([CH3:15])([CH3:13])[CH3:14])([CH3:2])([CH3:3])[CH3:4].